This data is from Catalyst prediction with 721,799 reactions and 888 catalyst types from USPTO. The task is: Predict which catalyst facilitates the given reaction. (1) The catalyst class is: 4. Product: [NH2:55][C:54]1[C:49]([NH:48][C:10]([C:7]2([C:2]3[CH:3]=[N:4][CH:5]=[CH:6][N:1]=3)[CH2:8][CH2:9]2)=[O:12])=[CH:50][CH:51]=[C:52]([N:56]2[CH2:61][CH2:60][CH2:59][C@@H:58]([C:62]([N:64]3[CH2:68][CH2:67][CH2:66][CH2:65]3)=[O:63])[CH2:57]2)[N:53]=1. Reactant: [N:1]1[CH:6]=[CH:5][N:4]=[CH:3][C:2]=1[C:7]1([C:10]([OH:12])=O)[CH2:9][CH2:8]1.F[P-](F)(F)(F)(F)F.N1(OC(N(C)C)=[N+](C)C)C2N=CC=CC=2N=N1.C(N(C(C)C)CC)(C)C.Cl.Cl.[NH2:48][C:49]1[CH:50]=[CH:51][C:52]([N:56]2[CH2:61][CH2:60][CH2:59][C@@H:58]([C:62]([N:64]3[CH2:68][CH2:67][CH2:66][CH2:65]3)=[O:63])[CH2:57]2)=[N:53][C:54]=1[NH2:55]. (2) Reactant: [NH2:1][CH:2]1[CH2:9][CH:8]2[CH:4]([CH2:5][C:6](=[O:10])[CH2:7]2)[CH2:3]1.F[C:12]1[CH:17]=[C:16]([F:18])[CH:15]=[CH:14][C:13]=1[N+:19]([O-:21])=[O:20].C(=O)([O-])[O-].[K+].[K+]. Product: [F:18][C:16]1[CH:15]=[CH:14][C:13]([N+:19]([O-:21])=[O:20])=[C:12]([NH:1][CH:2]2[CH2:9][CH:8]3[CH:4]([CH2:5][C:6](=[O:10])[CH2:7]3)[CH2:3]2)[CH:17]=1. The catalyst class is: 11. (3) Reactant: [Cl:1][C:2]1[CH:7]=[CH:6][C:5]([NH:8][C:9](=[O:20])[C:10]2[CH:15]=[CH:14][C:13]([C:16](=[NH:19])[NH:17][OH:18])=[CH:12][CH:11]=2)=[CH:4][C:3]=1[C:21]1[CH:26]=[CH:25][CH:24]=[CH:23][N:22]=1.[OH-].[Na+].[CH3:29]OS(OC)(=O)=O. Product: [Cl:1][C:2]1[CH:7]=[CH:6][C:5]([NH:8][C:9](=[O:20])[C:10]2[CH:11]=[CH:12][C:13]([C:16](=[NH:19])[NH:17][O:18][CH3:29])=[CH:14][CH:15]=2)=[CH:4][C:3]=1[C:21]1[CH:26]=[CH:25][CH:24]=[CH:23][N:22]=1. The catalyst class is: 12. (4) Reactant: [OH:1][C:2]1[CH:3]=[C:4]([C:12]([O:14][CH3:15])=[O:13])[CH:5]=[C:6]([CH:11]=1)[C:7]([O:9][CH3:10])=[O:8].C([O-])([O-])=O.[K+].[K+].[CH:22]1[CH:27]=[CH:26][C:25]([CH2:28]Br)=[CH:24][CH:23]=1. Product: [CH2:28]([O:1][C:2]1[CH:11]=[C:6]([C:7]([O:9][CH3:10])=[O:8])[CH:5]=[C:4]([CH:3]=1)[C:12]([O:14][CH3:15])=[O:13])[C:25]1[CH:26]=[CH:27][CH:22]=[CH:23][CH:24]=1. The catalyst class is: 3. (5) Reactant: CN(C(ON1N=NC2C=CC=NC1=2)=[N+](C)C)C.F[P-](F)(F)(F)(F)F.Cl.[CH2:26]([O:33][C:34]1[CH:42]=[C:41]([NH:43][C:44]2[CH:49]=[C:48]([O:50][C:51]3[C:60]4[C:55](=[CH:56][CH:57]=[CH:58][CH:59]=4)[C:54]([NH:61][C:62]([NH:64][C:65]4[CH:70]=[C:69]([C:71]([CH3:74])([CH3:73])[CH3:72])[CH:68]=[C:67]([NH:75][S:76]([CH3:79])(=[O:78])=[O:77])[C:66]=4[O:80][CH3:81])=[O:63])=[CH:53][CH:52]=3)[CH:47]=[CH:46][N:45]=2)[CH:40]=[CH:39][C:35]=1[C:36](O)=[O:37])[C:27]1[CH:32]=[CH:31][CH:30]=[CH:29][CH:28]=1.CCN(C(C)C)C(C)C.[O:91]1[CH2:96][CH2:95][N:94]([CH2:97][CH2:98][CH2:99][NH2:100])[CH2:93][CH2:92]1. Product: [CH2:26]([O:33][C:34]1[CH:42]=[C:41]([NH:43][C:44]2[CH:49]=[C:48]([O:50][C:51]3[C:60]4[C:55](=[CH:56][CH:57]=[CH:58][CH:59]=4)[C:54]([NH:61][C:62]([NH:64][C:65]4[CH:70]=[C:69]([C:71]([CH3:73])([CH3:74])[CH3:72])[CH:68]=[C:67]([NH:75][S:76]([CH3:79])(=[O:77])=[O:78])[C:66]=4[O:80][CH3:81])=[O:63])=[CH:53][CH:52]=3)[CH:47]=[CH:46][N:45]=2)[CH:40]=[CH:39][C:35]=1[C:36]([NH:100][CH2:99][CH2:98][CH2:97][N:94]1[CH2:95][CH2:96][O:91][CH2:92][CH2:93]1)=[O:37])[C:27]1[CH:28]=[CH:29][CH:30]=[CH:31][CH:32]=1. The catalyst class is: 3. (6) Reactant: [Cl:1][C:2]1[CH:16]=[CH:15][C:14]([N+:17]([O-])=O)=[CH:13][C:3]=1[CH2:4][N:5]1[CH2:9][CH2:8][CH:7]([N:10]([CH3:12])[CH3:11])[CH2:6]1.Cl[Sn]Cl. Product: [NH2:17][C:14]1[CH:15]=[CH:16][C:2]([Cl:1])=[C:3]([CH:13]=1)[CH2:4][N:5]1[CH2:9][CH2:8][CH:7]([N:10]([CH3:11])[CH3:12])[CH2:6]1. The catalyst class is: 14.